This data is from Catalyst prediction with 721,799 reactions and 888 catalyst types from USPTO. The task is: Predict which catalyst facilitates the given reaction. (1) Reactant: [C:1]12([CH2:11][C:12](O)=[O:13])[CH2:10][CH:5]3[CH2:6][CH:7]([CH2:9][CH:3]([CH2:4]3)[CH2:2]1)[CH2:8]2.C1C=CC2N(O)N=NC=2C=1.CCN=C=NCCCN(C)C.[Cl:36][C:37]1[CH:46]=[CH:45][C:44]2[C:39](=[CH:40][CH:41]=[CH:42][C:43]=2[NH2:47])[N:38]=1.C(N(CC)CC)C. Product: [Cl:36][C:37]1[CH:46]=[CH:45][C:44]2[C:39](=[CH:40][CH:41]=[CH:42][C:43]=2[NH:47][C:12](=[O:13])[CH2:11][C:1]23[CH2:10][CH:5]4[CH2:4][CH:3]([CH2:9][CH:7]([CH2:6]4)[CH2:8]2)[CH2:2]3)[N:38]=1. The catalyst class is: 96. (2) Product: [CH3:1][C:2]1[C:6](=[O:7])[CH2:5][CH2:4][C:3]=1[NH:8][C:9]1[CH:10]=[CH:11][C:12]([C:13]([NH:18][C:19]2[CH:24]=[CH:23][CH:22]=[CH:21][CH:20]=2)=[O:15])=[CH:16][CH:17]=1. The catalyst class is: 118. Reactant: [CH3:1][C:2]1[C:6](=[O:7])[CH2:5][CH2:4][C:3]=1[NH:8][C:9]1[CH:17]=[CH:16][C:12]([C:13]([OH:15])=O)=[CH:11][CH:10]=1.[NH2:18][C:19]1[CH:24]=[CH:23][CH:22]=[CH:21][CH:20]=1.C1N=CN(C(N2C=NC=C2)=O)C=1.